This data is from Forward reaction prediction with 1.9M reactions from USPTO patents (1976-2016). The task is: Predict the product of the given reaction. The product is: [CH3:15][O:16][C:17](=[O:31])[CH2:18][CH2:19][C:20]1[CH:25]=[C:24]([CH:7]([C:8]2[CH:13]=[CH:12][CH:11]=[CH:10][CH:9]=2)[N:1]2[CH2:6][CH2:5][CH2:4][CH2:3][CH2:2]2)[C:23]([OH:26])=[C:22]([C:27]([CH3:28])([CH3:30])[CH3:29])[CH:21]=1. Given the reactants [NH:1]1[CH2:6][CH2:5][CH2:4][CH2:3][CH2:2]1.[CH:7](=O)[C:8]1[CH:13]=[CH:12][CH:11]=[CH:10][CH:9]=1.[CH3:15][O:16][C:17](=[O:31])[CH2:18][CH2:19][C:20]1[CH:25]=[CH:24][C:23]([OH:26])=[C:22]([C:27]([CH3:30])([CH3:29])[CH3:28])[CH:21]=1, predict the reaction product.